Dataset: Catalyst prediction with 721,799 reactions and 888 catalyst types from USPTO. Task: Predict which catalyst facilitates the given reaction. (1) Reactant: CN(C(ON1N=NC2C=CC=NC1=2)=[N+](C)C)C.F[P-](F)(F)(F)(F)F.[O:25]1[CH2:30][CH2:29][N:28]([C:31]2[CH:32]=[C:33]([CH:37]=[C:38]([C:40]([F:43])([F:42])[F:41])[CH:39]=2)[C:34]([O-:36])=O)[CH2:27][CH2:26]1.[NH2:44][C:45]1[CH:46]=[C:47]([C:51]2[CH:59]=[C:58]3[C:54]([C:55]([C:68]4[CH:73]=[CH:72][C:71]([O:74][CH3:75])=[CH:70][CH:69]=4)=[CH:56][N:57]3[C:60]3[N:65]=[CH:64][N:63]=[C:62]([NH:66][CH3:67])[CH:61]=3)=[CH:53][CH:52]=2)[CH:48]=[CH:49][CH:50]=1.CCN(C(C)C)C(C)C.C(=O)(O)[O-].[Na+]. Product: [CH3:75][O:74][C:71]1[CH:70]=[CH:69][C:68]([C:55]2[C:54]3[C:58](=[CH:59][C:51]([C:47]4[CH:46]=[C:45]([NH:44][C:34](=[O:36])[C:33]5[CH:37]=[C:38]([C:40]([F:43])([F:42])[F:41])[CH:39]=[C:31]([N:28]6[CH2:27][CH2:26][O:25][CH2:30][CH2:29]6)[CH:32]=5)[CH:50]=[CH:49][CH:48]=4)=[CH:52][CH:53]=3)[N:57]([C:60]3[CH:61]=[C:62]([NH:66][CH3:67])[N:63]=[CH:64][N:65]=3)[CH:56]=2)=[CH:73][CH:72]=1. The catalyst class is: 1. (2) Reactant: [CH:1]([O:14][C:15]1[C:24]2[N:23]=[CH:22][CH:21]=[N:20][C:19]=2[C:18]([O:25][CH3:26])=[C:17]2[C:27](=[O:39])[N:28]([CH2:31][C:32]3[CH:37]=[CH:36][C:35]([F:38])=[CH:34][CH:33]=3)[C:29](=[O:30])[C:16]=12)([C:8]1[CH:13]=[CH:12][CH:11]=[CH:10][CH:9]=1)[C:2]1[CH:7]=[CH:6][CH:5]=[CH:4][CH:3]=1.CO.[BH4-].[Na+]. Product: [CH:1]([O:14][C:15]1[C:24]2[N:23]=[CH:22][CH:21]=[N:20][C:19]=2[C:18]([O:25][CH3:26])=[C:17]2[CH:27]([OH:39])[N:28]([CH2:31][C:32]3[CH:37]=[CH:36][C:35]([F:38])=[CH:34][CH:33]=3)[C:29](=[O:30])[C:16]=12)([C:8]1[CH:9]=[CH:10][CH:11]=[CH:12][CH:13]=1)[C:2]1[CH:7]=[CH:6][CH:5]=[CH:4][CH:3]=1. The catalyst class is: 2. (3) Reactant: [NH:1]1[C:9]2[CH:8]=[CH:7][CH:6]=[C:5]([CH:10]=O)[C:4]=2[CH:3]=[CH:2]1.O.[BH4-].[Na+].C[NH2:16]. Product: [NH2:16][CH2:10][C:5]1[CH:6]=[CH:7][CH:8]=[C:9]2[C:4]=1[CH:3]=[CH:2][NH:1]2. The catalyst class is: 5. (4) Reactant: [N+:1]([C:4]1[CH:9]=[CH:8][C:7]([S:10]([N:13]2[CH2:18][CH2:17][C:16](O)(O)[CH2:15][CH2:14]2)(=[O:12])=[O:11])=[CH:6][CH:5]=1)([O-:3])=[O:2].Cl.[F:22][C:23]([F:34])([F:33])[C:24]1[CH:25]=[C:26]([CH:30]=[CH:31][CH:32]=1)[CH2:27][O:28][NH2:29].C([O-])(=O)C.[Na+]. Product: [F:22][C:23]([F:33])([F:34])[C:24]1[CH:25]=[C:26]([CH:30]=[CH:31][CH:32]=1)[CH2:27][O:28][N:29]=[C:16]1[CH2:17][CH2:18][N:13]([S:10]([C:7]2[CH:8]=[CH:9][C:4]([N+:1]([O-:3])=[O:2])=[CH:5][CH:6]=2)(=[O:12])=[O:11])[CH2:14][CH2:15]1. The catalyst class is: 8.